From a dataset of Peptide-MHC class I binding affinity with 185,985 pairs from IEDB/IMGT. Regression. Given a peptide amino acid sequence and an MHC pseudo amino acid sequence, predict their binding affinity value. This is MHC class I binding data. The peptide sequence is APRGFRAAF. The MHC is HLA-B08:02 with pseudo-sequence HLA-B08:02. The binding affinity (normalized) is 0.264.